Predict the reactants needed to synthesize the given product. From a dataset of Full USPTO retrosynthesis dataset with 1.9M reactions from patents (1976-2016). (1) Given the product [OH:1][C@@H:2]1[CH2:9][N:8]([CH2:10][CH2:11][CH2:12][N:13]2[CH2:18][CH2:17][N:16]([C:19]3[CH:24]=[CH:23][CH:22]=[C:21]([C:33]4[CH:38]=[CH:37][CH:36]=[CH:35][N:34]=4)[CH:20]=3)[CH:15]([CH3:26])[C:14]2=[O:27])[CH2:7][CH2:6][C:3]21[CH2:5][CH2:4]2, predict the reactants needed to synthesize it. The reactants are: [OH:1][C@@H:2]1[CH2:9][N:8]([CH2:10][CH2:11][CH2:12][N:13]2[CH2:18][CH2:17][N:16]([C:19]3[CH:24]=[CH:23][CH:22]=[C:21](I)[CH:20]=3)[CH:15]([CH3:26])[C:14]2=[O:27])[CH2:7][CH2:6][C:3]21[CH2:5][CH2:4]2.C([Sn](CCCC)(CCCC)[C:33]1[CH:38]=[CH:37][CH:36]=[CH:35][N:34]=1)CCC.[Cl-].[Li+]. (2) Given the product [OH:1][C:2]1[CH:3]=[CH:4][C:5]([C:8]([C:11]2[CH:12]=[CH:13][C:14]([OH:17])=[CH:15][CH:16]=2)([CH3:10])[CH3:9])=[CH:6][CH:7]=1.[CH2:21]1[O:32][CH:22]1[CH3:23], predict the reactants needed to synthesize it. The reactants are: [OH:1][C:2]1[CH:7]=[CH:6][C:5]([C:8]([C:11]2[CH:16]=[CH:15][C:14]([OH:17])=[CH:13][CH:12]=2)([CH3:10])[CH3:9])=[CH:4][CH:3]=1.C1OC1.[C:21]([OH:32])(=O)[C:22]1C=C[C:22]([C:21]([OH:32])=O)=[CH:23][CH:23]=1.NC(N)=O.CC1(C)CC(CN)(C)CC(N)C1. (3) Given the product [Br:3][C:4]1[CH:9]=[C:8]([N+:10]([O-:12])=[O:11])[CH:7]=[CH:6][C:5]=1[O:13][CH2:15][O:16][CH3:17], predict the reactants needed to synthesize it. The reactants are: [H-].[Na+].[Br:3][C:4]1[CH:9]=[C:8]([N+:10]([O-:12])=[O:11])[CH:7]=[CH:6][C:5]=1[OH:13].Cl[CH2:15][O:16][CH3:17]. (4) Given the product [CH3:1][O:2][C:3](=[O:33])[CH2:4][CH2:5][C:6]1[CH:11]=[CH:10][C:9]([C:12]([CH2:13][CH3:14])([C:15]2[CH:20]=[CH:19][C:18](/[CH:45]=[CH:44]/[C:43]([CH2:46][CH3:47])([OH:48])[CH2:41][CH3:42])=[C:17]([CH3:29])[CH:16]=2)[CH2:30][CH3:31])=[CH:8][C:7]=1[CH3:32], predict the reactants needed to synthesize it. The reactants are: [CH3:1][O:2][C:3](=[O:33])[CH2:4][CH2:5][C:6]1[CH:11]=[CH:10][C:9]([C:12]([CH2:30][CH3:31])([C:15]2[CH:20]=[CH:19][C:18](OS(C(F)(F)F)(=O)=O)=[C:17]([CH3:29])[CH:16]=2)[CH2:13][CH3:14])=[CH:8][C:7]=1[CH3:32].C(N(CC)CC)C.[CH2:41]([C:43]([OH:48])([CH2:46][CH3:47])[CH:44]=[CH2:45])[CH3:42].C1C=CC(P(C2C=CC=CC=2)CCCP(C2C=CC=CC=2)C2C=CC=CC=2)=CC=1. (5) The reactants are: [Cl:1][C:2]1[CH:7]=[CH:6][C:5]([C@:8]23[C@H:15]([C:16]4[CH:21]=[CH:20][CH:19]=[CH:18][CH:17]=4)[CH2:14][C:13](=O)[C@@:12]2(O)[C:11]2[C:24]([O:31][CH2:32][CH3:33])=[CH:25]C(OCC)=C[C:10]=2[O:9]3)=[CH:4][CH:3]=1.CO[C:36](=[O:38])[O-:37].CO[Mg+].[C:42]([O:45][CH2:46][CH3:47])(=[O:44])[CH3:43]. Given the product [Cl:1][C:2]1[CH:3]=[CH:4][C:5]([C@:8]23[C@H:15]([C:16]4[CH:17]=[CH:18][CH:19]=[CH:20][CH:21]=4)[C@H:14]([C:36]([OH:37])=[O:38])[CH2:13][C@@H:12]2[C:43]2[C:42]([O:45][CH2:46][CH3:47])([OH:44])[CH2:25][C:24]([O:31][CH2:32][CH3:33])=[CH:11][C:10]=2[O:9]3)=[CH:6][CH:7]=1, predict the reactants needed to synthesize it. (6) The reactants are: Br[C:2]1[CH:7]=[CH:6][C:5]([Br:8])=[CH:4][C:3]=1[N+:9]([O-:11])=[O:10].[CH2:12](N(CC)CC)[CH3:13].[NH2:19][C:20]1[CH:25]=[CH:24][CH:23]=[CH:22][CH:21]=1. Given the product [Br:8][C:5]1[CH:6]=[CH:7][C:2]([C:12]#[C:13][C:23]2[CH:24]=[CH:25][C:20]([NH2:19])=[CH:21][CH:22]=2)=[C:3]([N+:9]([O-:11])=[O:10])[CH:4]=1, predict the reactants needed to synthesize it. (7) The reactants are: [O:1]([C:8]1[CH:16]=[CH:15][C:11]([C:12]([OH:14])=O)=[CH:10][CH:9]=1)[C:2]1[CH:7]=[CH:6][CH:5]=[CH:4][CH:3]=1.ON1C2C=CC=CC=2N=N1.[Si]([O:34][CH2:35][C:36]1[S:40][C:39]([C:41](=[N:43]O)[NH2:42])=[CH:38][CH:37]=1)(C(C)(C)C)(C)C.[F-].C([N+](CCCC)(CCCC)CCCC)CCC. Given the product [O:1]([C:8]1[CH:9]=[CH:10][C:11]([C:12]2[O:14][N:43]=[C:41]([C:39]3[S:40][C:36]([CH2:35][OH:34])=[CH:37][CH:38]=3)[N:42]=2)=[CH:15][CH:16]=1)[C:2]1[CH:3]=[CH:4][CH:5]=[CH:6][CH:7]=1, predict the reactants needed to synthesize it.